From a dataset of NCI-60 drug combinations with 297,098 pairs across 59 cell lines. Regression. Given two drug SMILES strings and cell line genomic features, predict the synergy score measuring deviation from expected non-interaction effect. (1) Drug 1: CC1=C(C=C(C=C1)NC2=NC=CC(=N2)N(C)C3=CC4=NN(C(=C4C=C3)C)C)S(=O)(=O)N.Cl. Drug 2: C1CC(=O)NC(=O)C1N2C(=O)C3=CC=CC=C3C2=O. Cell line: RXF 393. Synergy scores: CSS=10.1, Synergy_ZIP=5.75, Synergy_Bliss=10.8, Synergy_Loewe=8.86, Synergy_HSA=9.66. (2) Drug 1: COC1=C(C=C2C(=C1)N=CN=C2NC3=CC(=C(C=C3)F)Cl)OCCCN4CCOCC4. Drug 2: CC1=C(C=C(C=C1)C(=O)NC2=CC(=CC(=C2)C(F)(F)F)N3C=C(N=C3)C)NC4=NC=CC(=N4)C5=CN=CC=C5. Cell line: HCT-15. Synergy scores: CSS=21.4, Synergy_ZIP=-4.95, Synergy_Bliss=-1.93, Synergy_Loewe=-5.40, Synergy_HSA=-4.33. (3) Drug 1: C1=NC2=C(N=C(N=C2N1C3C(C(C(O3)CO)O)O)F)N. Drug 2: C1CC(C1)(C(=O)O)C(=O)O.[NH2-].[NH2-].[Pt+2]. Cell line: SF-268. Synergy scores: CSS=10.1, Synergy_ZIP=-2.12, Synergy_Bliss=3.39, Synergy_Loewe=-7.81, Synergy_HSA=0.485. (4) Drug 1: CN(C)N=NC1=C(NC=N1)C(=O)N. Drug 2: CC(C)NC(=O)C1=CC=C(C=C1)CNNC.Cl. Cell line: CAKI-1. Synergy scores: CSS=10.2, Synergy_ZIP=-3.72, Synergy_Bliss=-3.67, Synergy_Loewe=-2.52, Synergy_HSA=-1.18. (5) Drug 1: CN1CCC(CC1)COC2=C(C=C3C(=C2)N=CN=C3NC4=C(C=C(C=C4)Br)F)OC. Drug 2: C1=CC(=CC=C1C#N)C(C2=CC=C(C=C2)C#N)N3C=NC=N3. Cell line: OVCAR3. Synergy scores: CSS=18.6, Synergy_ZIP=0.795, Synergy_Bliss=6.25, Synergy_Loewe=-2.36, Synergy_HSA=6.54. (6) Drug 1: CCC1=CC2CC(C3=C(CN(C2)C1)C4=CC=CC=C4N3)(C5=C(C=C6C(=C5)C78CCN9C7C(C=CC9)(C(C(C8N6C)(C(=O)OC)O)OC(=O)C)CC)OC)C(=O)OC.C(C(C(=O)O)O)(C(=O)O)O. Drug 2: C1C(C(OC1N2C=C(C(=O)NC2=O)F)CO)O. Cell line: SF-268. Synergy scores: CSS=29.4, Synergy_ZIP=-8.87, Synergy_Bliss=-11.0, Synergy_Loewe=-17.0, Synergy_HSA=-5.76. (7) Synergy scores: CSS=54.8, Synergy_ZIP=1.53, Synergy_Bliss=1.06, Synergy_Loewe=-62.9, Synergy_HSA=-0.713. Cell line: CCRF-CEM. Drug 1: CN(C)C1=NC(=NC(=N1)N(C)C)N(C)C. Drug 2: C1C(C(OC1N2C=NC3=C(N=C(N=C32)Cl)N)CO)O. (8) Drug 1: CC1=CC=C(C=C1)C2=CC(=NN2C3=CC=C(C=C3)S(=O)(=O)N)C(F)(F)F. Drug 2: CCC1=C2CN3C(=CC4=C(C3=O)COC(=O)C4(CC)O)C2=NC5=C1C=C(C=C5)O. Cell line: K-562. Synergy scores: CSS=26.9, Synergy_ZIP=4.93, Synergy_Bliss=8.49, Synergy_Loewe=-30.8, Synergy_HSA=2.41. (9) Drug 1: C1CCC(CC1)NC(=O)N(CCCl)N=O. Drug 2: CCN(CC)CCCC(C)NC1=C2C=C(C=CC2=NC3=C1C=CC(=C3)Cl)OC. Cell line: CAKI-1. Synergy scores: CSS=24.7, Synergy_ZIP=-8.52, Synergy_Bliss=-1.29, Synergy_Loewe=-0.148, Synergy_HSA=1.57. (10) Drug 1: CNC(=O)C1=CC=CC=C1SC2=CC3=C(C=C2)C(=NN3)C=CC4=CC=CC=N4. Drug 2: C1CN1P(=S)(N2CC2)N3CC3. Cell line: NCI-H226. Synergy scores: CSS=9.53, Synergy_ZIP=-1.11, Synergy_Bliss=1.19, Synergy_Loewe=-0.211, Synergy_HSA=-0.0888.